From a dataset of Forward reaction prediction with 1.9M reactions from USPTO patents (1976-2016). Predict the product of the given reaction. (1) Given the reactants [OH-].[NH4+].[Br:3][C:4]1[CH:9]=[CH:8][C:7]([S:10][CH2:11][C:12](O)=[O:13])=[C:6]([N+:15]([O-])=O)[CH:5]=1, predict the reaction product. The product is: [Br:3][C:4]1[CH:9]=[CH:8][C:7]2[S:10][CH2:11][C:12](=[O:13])[NH:15][C:6]=2[CH:5]=1. (2) Given the reactants [O:1]1[CH2:6][CH2:5][N:4]([CH:7]2[CH2:10][N:9](C(OC(C)(C)C)=O)[CH2:8]2)[CH2:3][CH2:2]1.Cl.O1CCOCC1, predict the reaction product. The product is: [NH:9]1[CH2:10][CH:7]([N:4]2[CH2:5][CH2:6][O:1][CH2:2][CH2:3]2)[CH2:8]1. (3) Given the reactants CO[N:3]=[C:4]([C:6]1[CH:11]=[CH:10][CH:9]=[CH:8][C:7]=1[N:12]1[CH2:17][CH2:16][O:15][CH2:14][CH2:13]1)[CH3:5], predict the reaction product. The product is: [N:12]1([C:7]2[CH:8]=[CH:9][CH:10]=[CH:11][C:6]=2[CH:4]([NH2:3])[CH3:5])[CH2:17][CH2:16][O:15][CH2:14][CH2:13]1. (4) Given the reactants FC(F)(F)C(O)=O.C([O:12][C:13]([NH:15][C:16]1[CH:21]=[CH:20][N:19]=[CH:18][C:17]=1[CH2:22][NH:23][CH:24]1[CH2:29][CH2:28][N:27]([C:30]([O:32][CH2:33][CH3:34])=[O:31])[CH2:26][CH2:25]1)=O)(C)(C)C.C(N1C=CN=C1)(N1C=CN=C1)=O, predict the reaction product. The product is: [O:12]=[C:13]1[NH:15][C:16]2[CH:21]=[CH:20][N:19]=[CH:18][C:17]=2[CH2:22][N:23]1[CH:24]1[CH2:29][CH2:28][N:27]([C:30]([O:32][CH2:33][CH3:34])=[O:31])[CH2:26][CH2:25]1.